This data is from Forward reaction prediction with 1.9M reactions from USPTO patents (1976-2016). The task is: Predict the product of the given reaction. (1) Given the reactants Cl[C:2]1[C:7]([CH:8]2[CH2:10][CH2:9]2)=[CH:6][N:5]=[C:4]([C:11]([OH:13])=[O:12])[CH:3]=1.[F:14][C:15]([F:20])([F:19])[C@@H:16]([OH:18])[CH3:17].CC(C)([O-])C.[K+], predict the reaction product. The product is: [CH:8]1([C:7]2[C:2]([O:18][C@@H:16]([CH3:17])[C:15]([F:20])([F:19])[F:14])=[CH:3][C:4]([C:11]([OH:13])=[O:12])=[N:5][CH:6]=2)[CH2:10][CH2:9]1. (2) Given the reactants [NH:1]1[C:9]2[C:4](=[CH:5][CH:6]=[CH:7][CH:8]=2)[CH:3]=[C:2]1[C:10]([N:12]1[CH2:17][CH2:16][CH:15]([C:18]([O:20]CC)=[O:19])[CH2:14][CH2:13]1)=[O:11].[OH-].[Li+], predict the reaction product. The product is: [NH:1]1[C:9]2[C:4](=[CH:5][CH:6]=[CH:7][CH:8]=2)[CH:3]=[C:2]1[C:10]([N:12]1[CH2:17][CH2:16][CH:15]([C:18]([OH:20])=[O:19])[CH2:14][CH2:13]1)=[O:11]. (3) Given the reactants Br[C:2]1[CH:3]=[C:4]2[C:9](=[CH:10][CH:11]=1)[N:8]=[C:7]([C:12]([F:15])([F:14])[F:13])[C:6]([C:16]1[CH:21]=[CH:20][CH:19]=[CH:18][CH:17]=1)=[C:5]2[C:22]([F:25])([F:24])[F:23].CNCCNC.CC(O)(C)C.[Na+].[I-:38], predict the reaction product. The product is: [I:38][C:2]1[CH:3]=[C:4]2[C:9](=[CH:10][CH:11]=1)[N:8]=[C:7]([C:12]([F:15])([F:14])[F:13])[C:6]([C:16]1[CH:21]=[CH:20][CH:19]=[CH:18][CH:17]=1)=[C:5]2[C:22]([F:25])([F:24])[F:23]. (4) Given the reactants B(Br)(Br)Br.[Cl:5][C:6]1[CH:11]=[CH:10][C:9]([O:12]C)=[C:8]([C:14]([CH3:20])([CH3:19])[C:15]([F:18])([F:17])[F:16])[CH:7]=1, predict the reaction product. The product is: [Cl:5][C:6]1[CH:11]=[CH:10][C:9]([OH:12])=[C:8]([C:14]([CH3:20])([CH3:19])[C:15]([F:16])([F:17])[F:18])[CH:7]=1. (5) Given the reactants [N+:1]([C:4]1[CH:11]=[CH:10][C:7]([CH:8]=O)=[CH:6][CH:5]=1)([O-:3])=[O:2].[N+:12]([CH2:15][CH3:16])([O-:14])=[O:13].C(N)CCC, predict the reaction product. The product is: [N+:1]([C:4]1[CH:11]=[CH:10][C:7](/[CH:8]=[C:15](/[N+:12]([O-:14])=[O:13])\[CH3:16])=[CH:6][CH:5]=1)([O-:3])=[O:2].